From a dataset of Full USPTO retrosynthesis dataset with 1.9M reactions from patents (1976-2016). Predict the reactants needed to synthesize the given product. (1) Given the product [O:1]1[CH:5]=[CH:4][CH:3]=[C:2]1[CH:6]=[CH:7][C:8]([NH:10][CH2:11][CH2:12][CH2:13][CH2:14][CH2:15][C:16](=[O:18])[NH:20][OH:21])=[O:9], predict the reactants needed to synthesize it. The reactants are: [O:1]1[CH:5]=[CH:4][CH:3]=[C:2]1/[CH:6]=[CH:7]/[C:8]([NH:10][CH2:11][CH2:12][CH2:13][CH2:14][CH2:15][C:16]([O-:18])=O)=[O:9].Cl.[NH2:20][OH:21].[OH-].[Na+].Cl. (2) Given the product [Cl:1][C:2]1[CH:7]=[CH:6][C:5]([C:8]2[CH:12]=[CH:11][N:10]([C:34]3[CH:35]=[CH:36][C:37]4[O:42][CH2:41][CH2:40][CH2:39][C:38]=4[CH:43]=3)[N:9]=2)=[CH:4][C:3]=1[CH2:13][NH:14][CH:15]=[O:16], predict the reactants needed to synthesize it. The reactants are: [Cl:1][C:2]1[CH:7]=[CH:6][C:5]([C:8]2[CH:12]=[CH:11][NH:10][N:9]=2)=[CH:4][C:3]=1[CH2:13][NH:14][CH:15]=[O:16].CN[C@@H]1CCCC[C@H]1NC.C(=O)([O-])[O-].[K+].[K+].I[C:34]1[CH:35]=[CH:36][C:37]2[O:42][CH2:41][CH2:40][CH2:39][C:38]=2[CH:43]=1. (3) The reactants are: [NH2:1][C@@H:2]([CH2:6][C:7]1[CH:12]=[CH:11][C:10]([C:13]2[CH:18]=[C:17]([O:19][C@H:20]([C:25]3[CH:30]=[CH:29][C:28]([Cl:31])=[CH:27][C:26]=3[N:32]3[CH:36]=[CH:35][C:34]([CH3:37])=[N:33]3)[C:21]([F:24])([F:23])[F:22])[N:16]=[C:15]([NH2:38])[N:14]=2)=[CH:9][CH:8]=1)[C:3]([OH:5])=[O:4].[C:39]1([S:45]([OH:48])(=[O:47])=[O:46])[CH:44]=[CH:43][CH:42]=[CH:41][CH:40]=1.CC(O)C.CCCCCCC. Given the product [S:45]([C:39]1[CH:44]=[CH:43][CH:42]=[CH:41][CH:40]=1)([OH:48])(=[O:47])=[O:46].[S:45]([C:39]1[CH:44]=[CH:43][CH:42]=[CH:41][CH:40]=1)([OH:48])(=[O:47])=[O:46].[NH2:1][C@@H:2]([CH2:6][C:7]1[CH:12]=[CH:11][C:10]([C:13]2[CH:18]=[C:17]([O:19][C@H:20]([C:25]3[CH:30]=[CH:29][C:28]([Cl:31])=[CH:27][C:26]=3[N:32]3[CH:36]=[CH:35][C:34]([CH3:37])=[N:33]3)[C:21]([F:23])([F:24])[F:22])[N:16]=[C:15]([NH2:38])[N:14]=2)=[CH:9][CH:8]=1)[C:3]([OH:5])=[O:4], predict the reactants needed to synthesize it. (4) Given the product [C:24]([C:19]1[CH:20]=[CH:21][CH:22]=[CH:23][C:18]=1[C:15]1[CH:16]=[CH:17][C:12]([CH2:11][C:5]2[C:4](=[O:26])[N:3]([C:34]3[CH:35]=[CH:36][C:31]([C:29]([N:28]([CH3:40])[CH3:27])=[O:30])=[CH:32][CH:33]=3)[C:2]([CH3:1])=[N:7][C:6]=2[CH2:8][CH2:9][CH3:10])=[CH:13][CH:14]=1)#[N:25], predict the reactants needed to synthesize it. The reactants are: [CH3:1][C:2]1[NH:3][C:4](=[O:26])[C:5]([CH2:11][C:12]2[CH:17]=[CH:16][C:15]([C:18]3[C:19]([C:24]#[N:25])=[CH:20][CH:21]=[CH:22][CH:23]=3)=[CH:14][CH:13]=2)=[C:6]([CH2:8][CH2:9][CH3:10])[N:7]=1.[CH3:27][N:28]([CH3:40])[C:29]([C:31]1[CH:36]=[CH:35][C:34](B(O)O)=[CH:33][CH:32]=1)=[O:30].C(N(CC)CC)C.N1C=CC=CC=1. (5) Given the product [CH2:1]([C:18]1[CH:19]=[C:20]([C:33]2[N:38]=[C:37]([CH3:39])[N:36]=[C:35]([N:40]([CH2:50][C:51]3[CH:56]=[CH:55][C:54]([O:57][CH3:58])=[CH:53][CH:52]=3)[CH2:41][C:42]3[CH:47]=[CH:46][C:45]([O:48][CH3:49])=[CH:44][CH:43]=3)[N:34]=2)[C:21]([NH:24][C:25]2[CH:26]=[N:27][C:28]([O:31][CH3:32])=[CH:29][CH:30]=2)=[N:22][CH:23]=1)[C:2]1[CH:7]=[CH:6][CH:5]=[CH:4][CH:3]=1, predict the reactants needed to synthesize it. The reactants are: [CH2:1](B1OC(C)(C)C(C)(C)O1)[C:2]1[CH:7]=[CH:6][CH:5]=[CH:4][CH:3]=1.Cl[C:18]1[CH:19]=[C:20]([C:33]2[N:38]=[C:37]([CH3:39])[N:36]=[C:35]([N:40]([CH2:50][C:51]3[CH:56]=[CH:55][C:54]([O:57][CH3:58])=[CH:53][CH:52]=3)[CH2:41][C:42]3[CH:47]=[CH:46][C:45]([O:48][CH3:49])=[CH:44][CH:43]=3)[N:34]=2)[C:21]([NH:24][C:25]2[CH:26]=[N:27][C:28]([O:31][CH3:32])=[CH:29][CH:30]=2)=[N:22][CH:23]=1.C1(P(C2CCCCC2)C2C=CC=CC=2C2C(CCC)=CC(CCC)=CC=2CCC)CCCCC1.C(=O)([O-])[O-].[Na+].[Na+]. (6) Given the product [CH2:20]([O:3][C@@H:4]1[CH2:9][CH2:8][CH2:7][C@H:6]([O:10][CH2:11][C:12]2[CH:13]=[CH:14][CH:15]=[CH:16][CH:17]=2)[CH2:5]1)[CH:19]=[CH2:18], predict the reactants needed to synthesize it. The reactants are: [H-].[Na+].[OH:3][C@@H:4]1[CH2:9][CH2:8][CH2:7][C@H:6]([O:10][CH2:11][C:12]2[CH:17]=[CH:16][CH:15]=[CH:14][CH:13]=2)[CH2:5]1.[CH2:18](Br)[CH:19]=[CH2:20]. (7) Given the product [CH:8]1([C:11]2[CH:12]=[CH:13][C:14]([O:17][C:18]3[CH:19]=[C:20]([CH:21]=[CH:22][CH:23]=3)[CH:24]=[C:25]3[CH2:30][CH2:29][N:28]([C:38]([NH:37][C:33]4[N:32]=[N:31][CH:36]=[CH:35][CH:34]=4)=[O:39])[CH2:27][CH2:26]3)=[N:15][CH:16]=2)[CH2:10][CH2:9]1, predict the reactants needed to synthesize it. The reactants are: FC(F)(F)C(O)=O.[CH:8]1([C:11]2[CH:12]=[CH:13][C:14]([O:17][C:18]3[CH:23]=[CH:22][CH:21]=[C:20]([CH:24]=[C:25]4[CH2:30][CH2:29][NH:28][CH2:27][CH2:26]4)[CH:19]=3)=[N:15][CH:16]=2)[CH2:10][CH2:9]1.[N:31]1[CH:36]=[CH:35][CH:34]=[C:33]([NH:37][C:38](=O)[O:39]C2C=CC=CC=2)[N:32]=1.C(N(C(C)C)CC)(C)C. (8) Given the product [C:28]([C:15]1[CH:16]=[C:17]([NH:18][C:19](=[O:27])[C:20]2[CH:21]=[CH:22][C:23]([Cl:26])=[CH:24][CH:25]=2)[N:13]([C:9]2[CH:8]=[C:7]([CH2:6][CH2:5][C:4]([OH:32])=[O:3])[CH:12]=[CH:11][CH:10]=2)[N:14]=1)([CH3:31])([CH3:29])[CH3:30], predict the reactants needed to synthesize it. The reactants are: C([O:3][C:4](=[O:32])[CH2:5][CH2:6][C:7]1[CH:12]=[CH:11][CH:10]=[C:9]([N:13]2[C:17]([NH:18][C:19](=[O:27])[C:20]3[CH:25]=[CH:24][C:23]([Cl:26])=[CH:22][CH:21]=3)=[CH:16][C:15]([C:28]([CH3:31])([CH3:30])[CH3:29])=[N:14]2)[CH:8]=1)C.[Li+].[OH-].